Task: Predict the reactants needed to synthesize the given product.. Dataset: Full USPTO retrosynthesis dataset with 1.9M reactions from patents (1976-2016) (1) Given the product [CH2:36]([NH:43][C@H:28]1[C@:27]([CH2:32][CH3:33])([OH:31])[C@@H:26]([CH3:34])[CH2:25][C@@H:24]([C:23]2[CH:22]=[CH:21][N:20]=[CH:19][C:18]=2[NH:17][C:15](=[O:16])[C:13]2[CH:12]=[CH:11][C:10]([F:35])=[C:9]([C:3]3[C:4]([F:8])=[CH:5][CH:6]=[CH:7][C:2]=3[F:1])[N:14]=2)[CH2:29]1)[C:37]1[CH:42]=[CH:41][CH:40]=[CH:39][CH:38]=1, predict the reactants needed to synthesize it. The reactants are: [F:1][C:2]1[CH:7]=[CH:6][CH:5]=[C:4]([F:8])[C:3]=1[C:9]1[N:14]=[C:13]([C:15]([NH:17][C:18]2[CH:19]=[N:20][CH:21]=[CH:22][C:23]=2[C@H:24]2[CH2:29][C:28](=O)[C@:27]([CH2:32][CH3:33])([OH:31])[C@@H:26]([CH3:34])[CH2:25]2)=[O:16])[CH:12]=[CH:11][C:10]=1[F:35].[CH2:36]([NH2:43])[C:37]1[CH:42]=[CH:41][CH:40]=[CH:39][CH:38]=1.[Li+].[BH4-]. (2) Given the product [OH:18][CH2:19][C:20]1[CH:25]=[C:24]([C:2]2[CH:11]=[C:10]3[C:5]([CH:6]=[C:7]([NH:12][C:13]([CH:15]4[CH2:17][CH2:16]4)=[O:14])[N:8]=[CH:9]3)=[CH:4][CH:3]=2)[CH:23]=[CH:22][CH:21]=1, predict the reactants needed to synthesize it. The reactants are: Br[C:2]1[CH:11]=[C:10]2[C:5]([CH:6]=[C:7]([NH:12][C:13]([CH:15]3[CH2:17][CH2:16]3)=[O:14])[N:8]=[CH:9]2)=[CH:4][CH:3]=1.[OH:18][CH2:19][C:20]1[CH:21]=[C:22](B(O)O)[CH:23]=[CH:24][CH:25]=1.C(=O)([O-])[O-].[Cs+].[Cs+].C(OCC)(=O)C. (3) The reactants are: C[O:2][C:3](=[O:15])[CH2:4][C:5]1[CH:10]=[CH:9][C:8]([S:11][CH2:12][O:13][CH3:14])=[CH:7][CH:6]=1.O1CCCC1.[OH-].[Li+]. Given the product [CH3:14][O:13][CH2:12][S:11][C:8]1[CH:9]=[CH:10][C:5]([CH2:4][C:3]([OH:15])=[O:2])=[CH:6][CH:7]=1, predict the reactants needed to synthesize it.